Dataset: Forward reaction prediction with 1.9M reactions from USPTO patents (1976-2016). Task: Predict the product of the given reaction. (1) Given the reactants N(C(OC(C)C)=O)=NC(OC(C)C)=O.[C:15]1([C@@H:21]([CH2:28][C:29]2[CH:34]=[CH:33][CH:32]=[CH:31][C:30]=2O)[CH2:22][C:23]([O:25][CH2:26][CH3:27])=[O:24])[CH:20]=[CH:19][CH:18]=[CH:17][CH:16]=1.[N:36]1[C:45]2[NH:44][CH2:43][CH2:42][CH2:41][C:40]=2[CH:39]=[CH:38][C:37]=1[CH2:46][CH2:47][OH:48].C1(P(C2C=CC=CC=2)C2C=CC=CC=2)C=CC=CC=1, predict the reaction product. The product is: [C:15]1([C@@H:21]([CH2:28][C:29]2[CH:34]=[CH:33][C:32]([O:48][CH2:47][CH2:46][C:37]3[CH:38]=[CH:39][C:40]4[CH2:41][CH2:42][CH2:43][NH:44][C:45]=4[N:36]=3)=[CH:31][CH:30]=2)[CH2:22][C:23]([O:25][CH2:26][CH3:27])=[O:24])[CH:20]=[CH:19][CH:18]=[CH:17][CH:16]=1. (2) Given the reactants N#N.[N+:3]([C:6]1[CH:7]=[N:8][N:9]([CH2:11][C:12]2[O:16][N:15]=[C:14]([CH2:17][OH:18])[CH:13]=2)[CH:10]=1)([O-:5])=[O:4].[Cr](Cl)([O-])(=O)=O.[NH+]1C=CC=CC=1, predict the reaction product. The product is: [N+:3]([C:6]1[CH:7]=[N:8][N:9]([CH2:11][C:12]2[O:16][N:15]=[C:14]([CH:17]=[O:18])[CH:13]=2)[CH:10]=1)([O-:5])=[O:4]. (3) The product is: [CH3:4][S:1]([O:32][CH2:31][CH2:30][N:22]1[C:23]([C:24]2[CH:25]=[CH:26][CH:27]=[CH:28][CH:29]=2)=[C:19]([C:17]2[O:16][N:15]=[C:14]([C:8]3[CH:9]=[C:10]([F:13])[CH:11]=[CH:12][C:7]=3[F:6])[N:18]=2)[CH:20]=[N:21]1)(=[O:3])=[O:2]. Given the reactants [S:1](Cl)([CH3:4])(=[O:3])=[O:2].[F:6][C:7]1[CH:12]=[CH:11][C:10]([F:13])=[CH:9][C:8]=1[C:14]1[N:18]=[C:17]([C:19]2[CH:20]=[N:21][N:22]([CH2:30][CH2:31][OH:32])[C:23]=2[C:24]2[CH:29]=[CH:28][CH:27]=[CH:26][CH:25]=2)[O:16][N:15]=1.C(N(CC)CC)C, predict the reaction product. (4) Given the reactants [Cl:1][C:2]1[CH:10]=[CH:9][C:8](F)=[CH:7][C:3]=1[C:4]([OH:6])=[O:5].[CH2:12]([OH:16])[CH2:13][CH2:14][CH3:15].CC(C)([O-])C.[K+].Cl, predict the reaction product. The product is: [CH2:12]([O:16][C:8]1[CH:9]=[CH:10][C:2]([Cl:1])=[C:3]([CH:7]=1)[C:4]([OH:6])=[O:5])[CH2:13][CH2:14][CH3:15]. (5) Given the reactants [CH3:1][O:2][C:3]1[CH:4]=[C:5]2[C:10](=[CH:11][C:12]=1[O:13][CH3:14])[N:9]=[CH:8][CH:7]=[C:6]2[S:15][C:16]1[S:20][C:19]([NH2:21])=[CH:18][CH:17]=1.C1([O:28][C:29](=O)[NH:30][C:31]2[S:32][CH:33]=[CH:34][N:35]=2)C=CC=CC=1.C(OCC)(=O)C.O, predict the reaction product. The product is: [CH3:1][O:2][C:3]1[CH:4]=[C:5]2[C:10](=[CH:11][C:12]=1[O:13][CH3:14])[N:9]=[CH:8][CH:7]=[C:6]2[S:15][C:16]1[S:20][C:19]([NH:21][C:29]([NH:30][C:31]2[S:32][CH:33]=[CH:34][N:35]=2)=[O:28])=[CH:18][CH:17]=1.